From a dataset of Forward reaction prediction with 1.9M reactions from USPTO patents (1976-2016). Predict the product of the given reaction. (1) Given the reactants [Cl:1][C:2]1[CH:27]=[C:26]([Cl:28])[CH:25]=[CH:24][C:3]=1[O:4][C:5]1[CH:10]=[CH:9][CH:8]=[CH:7][C:6]=1[NH:11][S:12]([C:15]1[CH:23]=[CH:22][C:18]([C:19]([OH:21])=O)=[CH:17][CH:16]=1)(=[O:14])=[O:13].[N:29]1([CH2:34][CH2:35][CH2:36][N:37]2[CH2:42][CH2:41][NH:40][CH2:39][CH2:38]2)[CH2:33][CH2:32][CH2:31][CH2:30]1, predict the reaction product. The product is: [Cl:1][C:2]1[CH:27]=[C:26]([Cl:28])[CH:25]=[CH:24][C:3]=1[O:4][C:5]1[CH:10]=[CH:9][CH:8]=[CH:7][C:6]=1[NH:11][S:12]([C:15]1[CH:16]=[CH:17][C:18]([C:19]([N:40]2[CH2:39][CH2:38][N:37]([CH2:36][CH2:35][CH2:34][N:29]3[CH2:30][CH2:31][CH2:32][CH2:33]3)[CH2:42][CH2:41]2)=[O:21])=[CH:22][CH:23]=1)(=[O:14])=[O:13]. (2) Given the reactants [F:1][C:2]1[CH:7]=[C:6]([C:8]2[CH:13]=[CH:12][N:11]=[C:10]3[NH:14][C:15]([C:17]4[CH:18]=[N:19][N:20]([CH3:22])[CH:21]=4)=[N:16][C:9]=23)[CH:5]=[CH:4][C:3]=1[CH2:23][NH2:24].[C:25]([C:29]1[O:33][N:32]=[C:31]([C:34](O)=[O:35])[CH:30]=1)([CH3:28])([CH3:27])[CH3:26], predict the reaction product. The product is: [C:25]([C:29]1[O:33][N:32]=[C:31]([C:34]([NH:24][CH2:23][C:3]2[CH:4]=[CH:5][C:6]([C:8]3[CH:13]=[CH:12][N:11]=[C:10]4[NH:14][C:15]([C:17]5[CH:18]=[N:19][N:20]([CH3:22])[CH:21]=5)=[N:16][C:9]=34)=[CH:7][C:2]=2[F:1])=[O:35])[CH:30]=1)([CH3:28])([CH3:26])[CH3:27]. (3) Given the reactants [C:9](O[C:9]([O:11][C:12]([CH3:15])([CH3:14])[CH3:13])=[O:10])([O:11][C:12]([CH3:15])([CH3:14])[CH3:13])=[O:10].[NH:16]1[CH2:22][CH2:21][C:20](=[O:23])[NH:19][CH2:18][CH2:17]1, predict the reaction product. The product is: [C:12]([O:11][C:9]([N:16]1[CH2:22][CH2:21][C:20](=[O:23])[NH:19][CH2:18][CH2:17]1)=[O:10])([CH3:13])([CH3:14])[CH3:15].